The task is: Predict the reactants needed to synthesize the given product.. This data is from Full USPTO retrosynthesis dataset with 1.9M reactions from patents (1976-2016). (1) Given the product [Cl:1][C:2]1[C:10]([C:11]#[N:12])=[CH:9][C:8]([O:13][CH2:20][CH3:21])=[C:7]2[C:3]=1[CH:4]=[CH:5][NH:6]2, predict the reactants needed to synthesize it. The reactants are: [Cl:1][C:2]1[C:10]([C:11]#[N:12])=[CH:9][C:8]([OH:13])=[C:7]2[C:3]=1[CH:4]=[CH:5][NH:6]2.C([O-])([O-])=O.[K+].[K+].[CH2:20](Br)[CH3:21]. (2) Given the product [Cl:22][C:23]1[CH:29]=[C:28]([Cl:30])[C:27]([O:31][CH3:32])=[CH:26][C:24]=1[NH:25][C:2]1[C:3]2[CH:4]=[C:5]3[CH:17]=[C:16]([O:18][CH3:19])[C:15]([O:20][CH3:21])=[CH:14][C:6]3=[N:7][C:8]=2[N:9]=[CH:10][C:11]=1[C:12]#[N:13], predict the reactants needed to synthesize it. The reactants are: Cl[C:2]1[C:3]2[CH:4]=[C:5]3[CH:17]=[C:16]([O:18][CH3:19])[C:15]([O:20][CH3:21])=[CH:14][C:6]3=[N:7][C:8]=2[N:9]=[CH:10][C:11]=1[C:12]#[N:13].[Cl:22][C:23]1[CH:29]=[C:28]([Cl:30])[C:27]([O:31][CH3:32])=[CH:26][C:24]=1[NH2:25].Cl.N1C=CC=CC=1.